Dataset: Catalyst prediction with 721,799 reactions and 888 catalyst types from USPTO. Task: Predict which catalyst facilitates the given reaction. (1) Reactant: CON(C)[C:4]([C:6]1[CH:14]=[C:13]2[C:9]([C:10]([CH3:24])=[CH:11][N:12]2[CH2:15][C:16]2[CH:21]=[CH:20][C:19]([O:22][CH3:23])=[CH:18][CH:17]=2)=[CH:8][CH:7]=1)=[O:5].[C:26]1([Mg]Cl)[CH:31]=[CH:30][CH:29]=[CH:28][CH:27]=1.Cl. Product: [CH3:23][O:22][C:19]1[CH:20]=[CH:21][C:16]([CH2:15][N:12]2[C:13]3[C:9](=[CH:8][CH:7]=[C:6]([C:4]([C:26]4[CH:31]=[CH:30][CH:29]=[CH:28][CH:27]=4)=[O:5])[CH:14]=3)[C:10]([CH3:24])=[CH:11]2)=[CH:17][CH:18]=1. The catalyst class is: 7. (2) Reactant: [NH2:1][C:2]1[CH:7]=[CH:6][C:5]([CH2:8][N:9]2[CH2:14][CH2:13][CH:12]([NH:15][C:16]3[N:21]=[C:20]([C:22]4[C:30]5[C:25](=[CH:26][CH:27]=[CH:28][CH:29]=5)[NH:24][CH:23]=4)[C:19]([Cl:31])=[CH:18][N:17]=3)[CH2:11][CH2:10]2)=[CH:4][CH:3]=1.[C:32]([O:36][C:37]([NH:39][CH2:40]/[CH:41]=[CH:42]/[C:43](O)=[O:44])=[O:38])([CH3:35])([CH3:34])[CH3:33].CCN(C(C)C)C(C)C.CN(C(ON1N=NC2C=CC=NC1=2)=[N+](C)C)C.F[P-](F)(F)(F)(F)F.C(O)(C(F)(F)F)=O. Product: [C:32]([O:36][C:37](=[O:38])[NH:39][CH2:40]/[CH:41]=[CH:42]/[C:43]([NH:1][C:2]1[CH:7]=[CH:6][C:5]([CH2:8][N:9]2[CH2:14][CH2:13][CH:12]([NH:15][C:16]3[N:21]=[C:20]([C:22]4[C:30]5[C:25](=[CH:26][CH:27]=[CH:28][CH:29]=5)[NH:24][CH:23]=4)[C:19]([Cl:31])=[CH:18][N:17]=3)[CH2:11][CH2:10]2)=[CH:4][CH:3]=1)=[O:44])([CH3:35])([CH3:33])[CH3:34]. The catalyst class is: 3. (3) Product: [C:17]([C:14]1[S:13][C:12]([NH:11][C:5]2[CH:4]=[C:3]([CH2:2][N:27]3[CH2:28][CH2:29][N:24]([C:22]([NH:21][CH3:20])=[O:23])[CH2:25][CH2:26]3)[CH:8]=[C:7]([CH2:9][CH3:10])[N:6]=2)=[N:16][CH:15]=1)#[N:18]. The catalyst class is: 58. Reactant: Cl[CH2:2][C:3]1[CH:8]=[C:7]([CH2:9][CH3:10])[N:6]=[C:5]([NH:11][C:12]2[S:13][C:14]([C:17]#[N:18])=[CH:15][N:16]=2)[CH:4]=1.[Cl-].[CH3:20][NH:21][C:22]([N:24]1[CH2:29][CH2:28][NH2+:27][CH2:26][CH2:25]1)=[O:23].C(N(C(C)C)C(C)C)C. (4) Reactant: P(Br)(Br)([Br:3])=O.O[C:7]1[C:17]2[CH2:16][CH2:15][N:14]([C:18](=[O:23])[C:19]([F:22])([F:21])[F:20])[CH2:13][CH:12]([CH3:24])[C:11]=2[NH:10][C:9](=[O:25])[CH:8]=1. Product: [Br:3][C:7]1[C:17]2[CH2:16][CH2:15][N:14]([C:18](=[O:23])[C:19]([F:22])([F:21])[F:20])[CH2:13][CH:12]([CH3:24])[C:11]=2[NH:10][C:9](=[O:25])[CH:8]=1. The catalyst class is: 3. (5) Reactant: [C:1](Cl)(=[O:7])[CH2:2][CH2:3][CH2:4][CH2:5][CH3:6].[C:9]1([C:15]#[C:16][C:17]2[CH:35]=[CH:34][C:20]([C:21]([NH:23][C:24]3[CH:29]=[CH:28][CH:27]=[CH:26][C:25]=3[S:30](=[O:33])(=[O:32])[NH2:31])=[O:22])=[CH:19][CH:18]=2)[CH:14]=[CH:13][CH:12]=[CH:11][CH:10]=1. Product: [C:9]1([C:15]#[C:16][C:17]2[CH:35]=[CH:34][C:20]([C:21]([NH:23][C:24]3[CH:29]=[CH:28][CH:27]=[CH:26][C:25]=3[S:30]([NH:31][C:1](=[O:7])[CH2:2][CH2:3][CH2:4][CH2:5][CH3:6])(=[O:33])=[O:32])=[O:22])=[CH:19][CH:18]=2)[CH:10]=[CH:11][CH:12]=[CH:13][CH:14]=1. The catalyst class is: 367. (6) Reactant: [C:1]([C:3]1[CH:12]=[CH:11][C:6]2[N:7]=[C:8]([SH:10])[S:9][C:5]=2[CH:4]=1)#[CH:2].[C:13]([O-])([O-])=O.[K+].[K+].CI. Product: [C:1]([C:3]1[CH:12]=[CH:11][C:6]2[N:7]=[C:8]([S:10][CH3:13])[S:9][C:5]=2[CH:4]=1)#[CH:2]. The catalyst class is: 3.